This data is from Forward reaction prediction with 1.9M reactions from USPTO patents (1976-2016). The task is: Predict the product of the given reaction. The product is: [C:9]1([OH:8])[C:10]2[C:11](=[CH:12][CH:13]=[CH:14][CH:15]=2)[CH:24]=[CH:23][CH:22]=1. Given the reactants C([O:8][CH2:9][C:10]1[CH:15]=[CH:14][CH:13]=[CH:12][CH:11]=1)C1C=CC=CC=1.C(=O)([O-])[O-].[K+].[K+].[CH2:22](Br)[C:23]1C=CC=C[CH:24]=1.C([Li])CCC.B(OC)(OC)OC.B(O)O.Cl, predict the reaction product.